Dataset: NCI-60 drug combinations with 297,098 pairs across 59 cell lines. Task: Regression. Given two drug SMILES strings and cell line genomic features, predict the synergy score measuring deviation from expected non-interaction effect. (1) Drug 1: C1=C(C(=O)NC(=O)N1)F. Drug 2: C1CN(CCN1C(=O)CCBr)C(=O)CCBr. Cell line: HT29. Synergy scores: CSS=46.1, Synergy_ZIP=0.200, Synergy_Bliss=-1.56, Synergy_Loewe=-0.224, Synergy_HSA=1.78. (2) Drug 1: C1=CC(=C2C(=C1NCCNCCO)C(=O)C3=C(C=CC(=C3C2=O)O)O)NCCNCCO. Drug 2: C1C(C(OC1N2C=NC3=C2NC=NCC3O)CO)O. Cell line: K-562. Synergy scores: CSS=42.5, Synergy_ZIP=-2.85, Synergy_Bliss=-4.92, Synergy_Loewe=-56.9, Synergy_HSA=-4.12. (3) Drug 1: CCN(CC)CCNC(=O)C1=C(NC(=C1C)C=C2C3=C(C=CC(=C3)F)NC2=O)C. Drug 2: CS(=O)(=O)OCCCCOS(=O)(=O)C. Cell line: NCI-H322M. Synergy scores: CSS=-2.40, Synergy_ZIP=0.288, Synergy_Bliss=-1.31, Synergy_Loewe=-2.58, Synergy_HSA=-2.47. (4) Drug 1: C1CN(CCN1C(=O)CCBr)C(=O)CCBr. Drug 2: CC(C)CN1C=NC2=C1C3=CC=CC=C3N=C2N. Cell line: SF-539. Synergy scores: CSS=40.2, Synergy_ZIP=-6.68, Synergy_Bliss=-9.87, Synergy_Loewe=-7.94, Synergy_HSA=-7.92. (5) Drug 1: COC1=CC(=CC(=C1O)OC)C2C3C(COC3=O)C(C4=CC5=C(C=C24)OCO5)OC6C(C(C7C(O6)COC(O7)C8=CC=CS8)O)O. Synergy scores: CSS=88.7, Synergy_ZIP=11.2, Synergy_Bliss=12.0, Synergy_Loewe=8.59, Synergy_HSA=12.1. Cell line: MOLT-4. Drug 2: CCC1(CC2CC(C3=C(CCN(C2)C1)C4=CC=CC=C4N3)(C5=C(C=C6C(=C5)C78CCN9C7C(C=CC9)(C(C(C8N6C=O)(C(=O)OC)O)OC(=O)C)CC)OC)C(=O)OC)O.OS(=O)(=O)O. (6) Drug 1: C#CCC(CC1=CN=C2C(=N1)C(=NC(=N2)N)N)C3=CC=C(C=C3)C(=O)NC(CCC(=O)O)C(=O)O. Drug 2: CCC1(C2=C(COC1=O)C(=O)N3CC4=CC5=C(C=CC(=C5CN(C)C)O)N=C4C3=C2)O.Cl. Cell line: T-47D. Synergy scores: CSS=31.4, Synergy_ZIP=6.62, Synergy_Bliss=7.52, Synergy_Loewe=6.91, Synergy_HSA=7.35. (7) Synergy scores: CSS=31.0, Synergy_ZIP=1.53, Synergy_Bliss=0.810, Synergy_Loewe=-7.88, Synergy_HSA=-3.33. Drug 2: CC1=C(C(=CC=C1)Cl)NC(=O)C2=CN=C(S2)NC3=CC(=NC(=N3)C)N4CCN(CC4)CCO. Cell line: MCF7. Drug 1: C1=CC(=CC=C1CCC2=CNC3=C2C(=O)NC(=N3)N)C(=O)NC(CCC(=O)O)C(=O)O.